Dataset: NCI-60 drug combinations with 297,098 pairs across 59 cell lines. Task: Regression. Given two drug SMILES strings and cell line genomic features, predict the synergy score measuring deviation from expected non-interaction effect. (1) Drug 2: CC12CCC3C(C1CCC2O)C(CC4=C3C=CC(=C4)O)CCCCCCCCCS(=O)CCCC(C(F)(F)F)(F)F. Drug 1: CN(C)N=NC1=C(NC=N1)C(=O)N. Cell line: PC-3. Synergy scores: CSS=2.65, Synergy_ZIP=-0.460, Synergy_Bliss=-0.819, Synergy_Loewe=-2.03, Synergy_HSA=-2.58. (2) Drug 1: C1CN1P(=S)(N2CC2)N3CC3. Synergy scores: CSS=18.6, Synergy_ZIP=-3.55, Synergy_Bliss=2.01, Synergy_Loewe=0.973, Synergy_HSA=3.70. Drug 2: C1=CN(C=N1)CC(O)(P(=O)(O)O)P(=O)(O)O. Cell line: CAKI-1. (3) Drug 1: COC1=C(C=C2C(=C1)N=CN=C2NC3=CC(=C(C=C3)F)Cl)OCCCN4CCOCC4. Drug 2: B(C(CC(C)C)NC(=O)C(CC1=CC=CC=C1)NC(=O)C2=NC=CN=C2)(O)O. Cell line: OVCAR-5. Synergy scores: CSS=50.0, Synergy_ZIP=0.0935, Synergy_Bliss=0.491, Synergy_Loewe=1.35, Synergy_HSA=1.07.